Dataset: Forward reaction prediction with 1.9M reactions from USPTO patents (1976-2016). Task: Predict the product of the given reaction. (1) The product is: [CH3:14][O:15][C:16](=[O:26])[CH:17]=[CH:18][C:19]1[CH:24]=[CH:23][C:22]([NH:25][C:11]([C:2]2[CH:3]=[CH:4][C:5]3[C:10](=[CH:9][CH:8]=[CH:7][CH:6]=3)[CH:1]=2)=[O:12])=[CH:21][CH:20]=1. Given the reactants [CH:1]1[C:10]2[C:5](=[CH:6][CH:7]=[CH:8][CH:9]=2)[CH:4]=[CH:3][C:2]=1[C:11](Cl)=[O:12].[CH3:14][O:15][C:16](=[O:26])[CH:17]=[CH:18][C:19]1[CH:24]=[CH:23][C:22]([NH2:25])=[CH:21][CH:20]=1, predict the reaction product. (2) Given the reactants [Cl:1][C:2]1[CH:7]=[CH:6][C:5]([C:8]2([C:11]([OH:13])=O)[CH2:10][CH2:9]2)=[CH:4][CH:3]=1.[NH2:14][CH2:15][CH2:16][CH2:17][N:18]1[CH2:23][CH2:22][CH:21]([C:24]2[CH:25]=[C:26]([NH:30][C:31](=[O:34])[CH2:32][CH3:33])[CH:27]=[CH:28][CH:29]=2)[CH2:20][CH2:19]1, predict the reaction product. The product is: [Cl:1][C:2]1[CH:3]=[CH:4][C:5]([C:8]2([C:11]([NH:14][CH2:15][CH2:16][CH2:17][N:18]3[CH2:23][CH2:22][CH:21]([C:24]4[CH:29]=[CH:28][CH:27]=[C:26]([NH:30][C:31](=[O:34])[CH2:32][CH3:33])[CH:25]=4)[CH2:20][CH2:19]3)=[O:13])[CH2:9][CH2:10]2)=[CH:6][CH:7]=1. (3) Given the reactants [Cl:1][C:2]1[C:3]2[C:17]([I:18])=[CH:16][N:15]([CH2:19][C:20]3[C:25]([CH3:26])=[C:24]([O:27][CH3:28])[C:23]([CH3:29])=[CH:22][N:21]=3)[C:4]=2[N:5]=[C:6]([NH:8]C(=O)C(C)(C)C)[N:7]=1.CCO.O, predict the reaction product. The product is: [Cl:1][C:2]1[C:3]2[C:17]([I:18])=[CH:16][N:15]([CH2:19][C:20]3[C:25]([CH3:26])=[C:24]([O:27][CH3:28])[C:23]([CH3:29])=[CH:22][N:21]=3)[C:4]=2[N:5]=[C:6]([NH2:8])[N:7]=1. (4) Given the reactants [CH3:1][C:2](=[CH:4][CH2:5][CH2:6][C:7](=[CH:9][CH:10]=[O:11])[CH3:8])[CH3:3], predict the reaction product. The product is: [CH3:3][C:2](=[CH:4][CH2:5][CH2:6][C:7](=[CH:9][CH:10]=[O:11])[CH3:8])[CH3:1].[CH3:1][CH2:2][CH2:4][CH2:5][CH2:10][CH2:9][CH2:7][CH2:6][CH2:5][CH2:4][CH2:2][CH3:3]. (5) The product is: [N:30]([C:23]1[N:22]=[CH:21][N:20]=[C:19]([O:18][C:15]2[CH:16]=[CH:17][C:12]([NH:11][C:9]([NH:8][C:5]3[CH:6]=[CH:7][C:2]([Br:1])=[C:3]([C:26]([F:29])([F:28])[F:27])[CH:4]=3)=[O:10])=[CH:13][CH:14]=2)[CH:24]=1)=[N+:31]=[N-:32]. Given the reactants [Br:1][C:2]1[CH:7]=[CH:6][C:5]([NH:8][C:9]([NH:11][C:12]2[CH:17]=[CH:16][C:15]([O:18][C:19]3[CH:24]=[C:23](Cl)[N:22]=[CH:21][N:20]=3)=[CH:14][CH:13]=2)=[O:10])=[CH:4][C:3]=1[C:26]([F:29])([F:28])[F:27].[N-:30]=[N+:31]=[N-:32].[Na+].O, predict the reaction product. (6) Given the reactants I[C:2]1[CH:25]=[CH:24][C:5]2[NH:6][C:7]([N:9]3[CH2:14][CH2:13][C:12]4([C:22]5[C:17](=[CH:18][CH:19]=[CH:20][CH:21]=5)[C:16](=[O:23])[O:15]4)[CH2:11][CH2:10]3)=[N:8][C:4]=2[CH:3]=1.[O:26]1CCO[CH2:28][CH2:27]1, predict the reaction product. The product is: [C:27]([C:2]1[CH:25]=[CH:24][C:5]2[NH:6][C:7]([N:9]3[CH2:14][CH2:13][C:12]4([C:22]5[C:17](=[CH:18][CH:19]=[CH:20][CH:21]=5)[C:16](=[O:23])[O:15]4)[CH2:11][CH2:10]3)=[N:8][C:4]=2[CH:3]=1)(=[O:26])[CH3:28]. (7) Given the reactants CN1[CH2:7][CH2:6][N:5]([CH2:8][CH2:9][CH2:10][OH:11])[CH2:4][CH2:3]1.BrCCCO.N1CCCC1, predict the reaction product. The product is: [N:5]1([CH2:8][CH2:9][CH2:10][OH:11])[CH2:6][CH2:7][CH2:3][CH2:4]1. (8) Given the reactants [C:1]([CH:3]([C:8]1[CH:13]=[C:12]([S:14][CH3:15])[N:11]=[CH:10][N:9]=1)C(OC)=O)#[N:2].[Cl-].[Na+].O.CS(C)=O, predict the reaction product. The product is: [CH3:15][S:14][C:12]1[N:11]=[CH:10][N:9]=[C:8]([CH2:3][C:1]#[N:2])[CH:13]=1.